Dataset: Full USPTO retrosynthesis dataset with 1.9M reactions from patents (1976-2016). Task: Predict the reactants needed to synthesize the given product. (1) Given the product [Cl:33][C:30]1[CH:31]=[CH:32][C:27]([S:24]([N:13]([CH2:12][C:9]2[CH:8]=[CH:7][C:6]([CH2:5][CH2:4][C:3]([OH:34])=[O:2])=[CH:11][CH:10]=2)[C@@H:14]2[CH2:20][C:19]([CH3:21])([CH3:22])[CH2:18][CH2:17][NH:16][C:15]2=[O:23])(=[O:25])=[O:26])=[CH:28][CH:29]=1, predict the reactants needed to synthesize it. The reactants are: C[O:2][C:3](=[O:34])[CH2:4][CH2:5][C:6]1[CH:11]=[CH:10][C:9]([CH2:12][N:13]([S:24]([C:27]2[CH:32]=[CH:31][C:30]([Cl:33])=[CH:29][CH:28]=2)(=[O:26])=[O:25])[C@@H:14]2[CH2:20][C:19]([CH3:22])([CH3:21])[CH2:18][CH2:17][NH:16][C:15]2=[O:23])=[CH:8][CH:7]=1.[OH-].[Na+]. (2) Given the product [CH3:18][C:16]1[O:15][N:14]=[C:13]([NH:12][S:7]([C:6]2[CH:5]=[C:4]([CH3:11])[S:3][C:2]=2[Br:1])(=[O:9])=[O:8])[CH:17]=1, predict the reactants needed to synthesize it. The reactants are: [Br:1][C:2]1[S:3][C:4]([CH3:11])=[CH:5][C:6]=1[S:7](Cl)(=[O:9])=[O:8].[NH2:12][C:13]1[CH:17]=[C:16]([CH3:18])[O:15][N:14]=1.CN(C1C=CC=CN=1)C.